Dataset: Peptide-MHC class II binding affinity with 134,281 pairs from IEDB. Task: Regression. Given a peptide amino acid sequence and an MHC pseudo amino acid sequence, predict their binding affinity value. This is MHC class II binding data. (1) The peptide sequence is AWASACGGTGKNTIV. The MHC is DRB1_0802 with pseudo-sequence DRB1_0802. The binding affinity (normalized) is 0. (2) The binding affinity (normalized) is 0.922. The MHC is HLA-DPA10103-DPB10401 with pseudo-sequence HLA-DPA10103-DPB10401. The peptide sequence is EKKYFCATQFEPLAA.